From a dataset of Forward reaction prediction with 1.9M reactions from USPTO patents (1976-2016). Predict the product of the given reaction. The product is: [NH2:1][C:2]1[C:3]([C:16]([O:18][CH3:19])=[O:17])=[N:4][C:5]([C:9]2[CH:14]=[CH:13][CH:12]=[C:11]([C:21]#[C:20][C@:22]3([OH:30])[CH2:27][CH2:26][CH2:25][N:24]([CH3:28])[C:23]3=[O:29])[CH:10]=2)=[C:6]([F:8])[CH:7]=1. Given the reactants [NH2:1][C:2]1[C:3]([C:16]([O:18][CH3:19])=[O:17])=[N:4][C:5]([C:9]2[CH:14]=[CH:13][CH:12]=[C:11](Br)[CH:10]=2)=[C:6]([F:8])[CH:7]=1.[C:20]([C@:22]1([OH:30])[CH2:27][CH2:26][CH2:25][N:24]([CH3:28])[C:23]1=[O:29])#[CH:21], predict the reaction product.